The task is: Predict the product of the given reaction.. This data is from Forward reaction prediction with 1.9M reactions from USPTO patents (1976-2016). (1) Given the reactants [C:1]([C:5]1[CH:10]=[CH:9][C:8]([OH:11])=[C:7]([Cl:12])[CH:6]=1)([CH3:4])([CH3:3])[CH3:2].[CH3:13][CH:14]([CH2:17]O)[CH2:15][OH:16].O[C:20]1[CH:25]=[CH:24][C:23]([CH:26]([C:32]#[C:33][CH3:34])[CH2:27][C:28]([O:30]C)=[O:29])=[CH:22][CH:21]=1, predict the reaction product. The product is: [C:1]([C:5]1[CH:10]=[CH:9][C:8]([O:11][CH2:17][CH:14]([CH3:13])[CH2:15][O:16][C:20]2[CH:25]=[CH:24][C:23]([CH:26]([C:32]#[C:33][CH3:34])[CH2:27][C:28]([OH:30])=[O:29])=[CH:22][CH:21]=2)=[C:7]([Cl:12])[CH:6]=1)([CH3:4])([CH3:2])[CH3:3]. (2) Given the reactants C([NH:8][C:9]1[CH:14]=[CH:13][C:12]([N:15]2[CH2:20][CH2:19][N:18]([C:21]3[CH:26]=[CH:25][C:24]([O:27][CH3:28])=[CH:23][CH:22]=3)[CH2:17][CH2:16]2)=[C:11]([C:29]2[CH:34]=[CH:33][C:32]([CH3:35])=[CH:31][CH:30]=2)[N:10]=1)C1C=CC=CC=1.S(=O)(=O)(O)O.C(=O)(O)[O-].[Na+], predict the reaction product. The product is: [CH3:28][O:27][C:24]1[CH:23]=[CH:22][C:21]([N:18]2[CH2:19][CH2:20][N:15]([C:12]3[CH:13]=[CH:14][C:9]([NH2:8])=[N:10][C:11]=3[C:29]3[CH:34]=[CH:33][C:32]([CH3:35])=[CH:31][CH:30]=3)[CH2:16][CH2:17]2)=[CH:26][CH:25]=1. (3) Given the reactants [N:1]1([C:5]2[N:14]=[C:13]3[C:8]([C:9](=[O:20])[C:10]([C:15]([O:17]CC)=[O:16])=[CH:11][NH:12]3)=[C:7]([CH3:21])[C:6]=2[F:22])[CH2:4][CH2:3][CH2:2]1.[Li+].[OH-].C(O)(=O)CC(CC(O)=O)(C(O)=O)O, predict the reaction product. The product is: [N:1]1([C:5]2[N:14]=[C:13]3[C:8]([C:9](=[O:20])[C:10]([C:15]([OH:17])=[O:16])=[CH:11][NH:12]3)=[C:7]([CH3:21])[C:6]=2[F:22])[CH2:4][CH2:3][CH2:2]1. (4) Given the reactants [C:1](=[O:4])([O-])[O-].[K+].[K+].CI.[C:9]([C:13]1[CH:18]=[CH:17][C:16](O)=[C:15]([CH3:20])[CH:14]=1)([CH3:12])([CH3:11])[CH3:10].CCCCCC, predict the reaction product. The product is: [C:9]([C:13]1[CH:18]=[CH:17][C:16]([O:4][CH3:1])=[C:15]([CH3:20])[CH:14]=1)([CH3:12])([CH3:11])[CH3:10].